The task is: Predict the reactants needed to synthesize the given product.. This data is from Full USPTO retrosynthesis dataset with 1.9M reactions from patents (1976-2016). (1) Given the product [Cl:22][C:23]1[N:28]=[CH:27][C:26]([O:1][CH2:2][CH2:3][N:4]([CH2:17][C:18]([F:19])([F:20])[F:21])[C:5]2[CH:12]=[CH:11][C:8]([C:9]#[N:10])=[C:7]([C:13]([F:15])([F:16])[F:14])[CH:6]=2)=[CH:25][CH:24]=1, predict the reactants needed to synthesize it. The reactants are: [OH:1][CH2:2][CH2:3][N:4]([CH2:17][C:18]([F:21])([F:20])[F:19])[C:5]1[CH:12]=[CH:11][C:8]([C:9]#[N:10])=[C:7]([C:13]([F:16])([F:15])[F:14])[CH:6]=1.[Cl:22][C:23]1[N:28]=[CH:27][C:26](O)=[CH:25][CH:24]=1. (2) Given the product [C:15]([O:21][Si:2]([CH3:4])([CH3:3])[CH3:1])(=[O:20])[CH2:16][CH2:17][CH:18]=[CH2:19], predict the reactants needed to synthesize it. The reactants are: [CH3:1][Si:2](N[Si:2]([CH3:4])([CH3:3])[CH3:1])([CH3:4])[CH3:3].C1COCC1.[C:15]([OH:21])(=[O:20])[CH2:16][CH2:17][CH:18]=[CH2:19].